This data is from Full USPTO retrosynthesis dataset with 1.9M reactions from patents (1976-2016). The task is: Predict the reactants needed to synthesize the given product. (1) Given the product [ClH:1].[ClH:1].[CH3:12][N:13]([CH3:18])[CH2:14][CH2:15][CH2:16][NH:17][C:10]1[C:9]2[C:4](=[CH:5][CH:6]=[CH:7][CH:8]=2)[N:3]=[C:2]([C:21]2[O:22][C:23]3[CH:24]=[CH:4][C:9]([CH3:10])=[CH:8][C:7]=3[CH:20]=2)[N:11]=1, predict the reactants needed to synthesize it. The reactants are: [Cl:1][C:2]1[N:11]=[CH:10][C:9]2[C:4](=[CH:5][CH:6]=[CH:7][CH:8]=2)[N:3]=1.[CH3:12][N:13]([CH3:18])[CH2:14][CH2:15][CH2:16][NH2:17].O1[CH2:24][CH2:23][O:22][CH2:21][CH2:20]1. (2) Given the product [CH2:45]([O:44][C:42](=[O:43])[CH2:41][NH:38][C:39]([N:19]1[CH:18]([CH3:23])[CH2:17][N:16]([C:11]2[C:12]([O:14][CH3:15])=[C:13]3[C:8]([C:7](=[O:25])[C:6]([C:26]([NH:28][CH2:29][C:30]4[CH:35]=[CH:34][C:33]([Cl:36])=[CH:32][C:31]=4[Cl:37])=[O:27])=[CH:5][N:4]3[CH:1]3[CH2:3][CH2:2]3)=[CH:9][C:10]=2[F:24])[CH2:21][CH:20]1[CH3:22])=[O:40])[CH3:46], predict the reactants needed to synthesize it. The reactants are: [CH:1]1([N:4]2[C:13]3[C:8](=[CH:9][C:10]([F:24])=[C:11]([N:16]4[CH2:21][CH:20]([CH3:22])[NH:19][CH:18]([CH3:23])[CH2:17]4)[C:12]=3[O:14][CH3:15])[C:7](=[O:25])[C:6]([C:26]([NH:28][CH2:29][C:30]3[CH:35]=[CH:34][C:33]([Cl:36])=[CH:32][C:31]=3[Cl:37])=[O:27])=[CH:5]2)[CH2:3][CH2:2]1.[N:38]([CH2:41][C:42]([O:44][CH2:45][CH3:46])=[O:43])=[C:39]=[O:40]. (3) Given the product [CH3:29][O:28][C:23]1[CH:22]=[C:21]2[C:20](=[CH:25][C:24]=1[O:26][CH3:27])[NH:19][C:13](=[O:15])[C:12]([C:7]1[NH:8][C:9]3[C:5]([CH:6]=1)=[CH:4][C:3]([C:1]#[N:2])=[CH:11][CH:10]=3)=[N:30]2, predict the reactants needed to synthesize it. The reactants are: [C:1]([C:3]1[CH:4]=[C:5]2[C:9](=[CH:10][CH:11]=1)[NH:8][C:7]([C:12](=O)[C:13]([O:15]C)=O)=[CH:6]2)#[N:2].Cl.[NH2:19][C:20]1[CH:25]=[C:24]([O:26][CH3:27])[C:23]([O:28][CH3:29])=[CH:22][C:21]=1[NH2:30]. (4) Given the product [C:23]([O:27][C:28]([N:11]([CH2:10][C:7]1[CH:6]=[CH:5][C:4]([C:3]([OH:2])=[O:22])=[CH:9][CH:8]=1)[C@H:12]1[CH2:13][CH2:14][C@H:15]([C:18]([CH3:19])([CH3:20])[CH3:21])[CH2:16][CH2:17]1)=[O:29])([CH3:26])([CH3:25])[CH3:24], predict the reactants needed to synthesize it. The reactants are: C[O:2][C:3](=[O:22])[C:4]1[CH:9]=[CH:8][C:7]([CH2:10][NH:11][C@H:12]2[CH2:17][CH2:16][C@H:15]([C:18]([CH3:21])([CH3:20])[CH3:19])[CH2:14][CH2:13]2)=[CH:6][CH:5]=1.[C:23]([O:27][C:28](O[C:28]([O:27][C:23]([CH3:26])([CH3:25])[CH3:24])=[O:29])=[O:29])([CH3:26])([CH3:25])[CH3:24].C(N(C(C)C)CC)(C)C. (5) Given the product [Cl:17][C:4]1[CH:3]=[C:2]([NH:1][C:34]2[C:35]3[N:27]([CH2:26][CH2:25][NH:24][C:23](=[O:22])[CH2:45][S:46]([CH3:49])(=[O:48])=[O:47])[CH:28]=[CH:29][C:30]=3[N:31]=[CH:32][N:33]=2)[CH:16]=[CH:15][C:5]=1[O:6][C:7]1[CH:14]=[CH:13][CH:12]=[C:9]([C:10]#[N:11])[CH:8]=1, predict the reactants needed to synthesize it. The reactants are: [NH2:1][C:2]1[CH:16]=[CH:15][C:5]([O:6][C:7]2[CH:8]=[C:9]([CH:12]=[CH:13][CH:14]=2)[C:10]#[N:11])=[C:4]([Cl:17])[CH:3]=1.C([O:22][C:23](=O)[NH:24][CH2:25][CH2:26][N:27]1[C:35]2[C:34](Cl)=[N:33][CH:32]=[N:31][C:30]=2[CH:29]=[CH:28]1)(C)(C)C.Cl.C(OCC)(=O)C.[CH3:45][S:46]([CH2:49]C(O)=O)(=[O:48])=[O:47].Cl.C(N=C=NCCCN(C)C)C.ON1C2C=CC=CC=2N=N1. (6) The reactants are: Cl.[O:2]([CH2:9][C@@H:10]1[CH2:14][CH2:13][CH2:12][N:11]1[S:15]([C:18]1[CH:26]=[CH:25][C:24]2[N:23]3[CH2:27][CH2:28][CH2:29][N:30]=[C:22]3[C:21]3(OCCC[O:31]3)[C:20]=2[CH:19]=1)(=[O:17])=[O:16])[C:3]1[CH:8]=[CH:7][CH:6]=[CH:5][CH:4]=1.[NH4+].[OH-]. Given the product [O:2]([CH2:9][C@@H:10]1[CH2:14][CH2:13][CH2:12][N:11]1[S:15]([C:18]1[CH:26]=[CH:25][C:24]2[N:23]3[CH2:27][CH2:28][CH2:29][N:30]=[C:22]3[C:21](=[O:31])[C:20]=2[CH:19]=1)(=[O:17])=[O:16])[C:3]1[CH:8]=[CH:7][CH:6]=[CH:5][CH:4]=1, predict the reactants needed to synthesize it. (7) Given the product [C:1]([C:3]1[CH:4]=[CH:5][C:6]([C:9](=[O:13])[C:10]([NH:18][C:19]2[CH:20]=[CH:21][C:22]3[C:27](=[O:28])[O:26][N:25]=[C:24]([CH3:29])[C:23]=3[CH:30]=2)=[O:12])=[CH:7][CH:8]=1)#[N:2], predict the reactants needed to synthesize it. The reactants are: [C:1]([C:3]1[CH:8]=[CH:7][C:6]([C:9](=[O:13])[C:10]([OH:12])=O)=[CH:5][CH:4]=1)#[N:2].S(Cl)(Cl)=O.[NH2:18][C:19]1[CH:20]=[CH:21][C:22]2[C:27](=[O:28])[O:26][N:25]=[C:24]([CH3:29])[C:23]=2[CH:30]=1. (8) Given the product [Cl:1][C:2]1[CH:3]=[CH:4][C:5]([CH2:6][C:7]2[C:16]([OH:17])=[C:15]([C:18]([OH:20])=[O:19])[C:14]3[C:9](=[C:10]([CH3:21])[CH:11]=[CH:12][CH:13]=3)[N:8]=2)=[CH:27][CH:28]=1, predict the reactants needed to synthesize it. The reactants are: [Cl:1][C:2]1[CH:28]=[CH:27][C:5]([CH2:6][C:7]2[C:16]([OH:17])=[C:15]([C:18]([OH:20])=[O:19])[C:14]3[C:9](=[C:10]([C:21]4C=CC=CC=4)[CH:11]=[CH:12][CH:13]=3)[N:8]=2)=[CH:4][CH:3]=1.CC1C=CC=C2C=1NC(=O)C2=O.C(OCC(=O)CC1C=CC(Cl)=CC=1)(=O)C.